The task is: Predict the reactants needed to synthesize the given product.. This data is from Full USPTO retrosynthesis dataset with 1.9M reactions from patents (1976-2016). The reactants are: Br[CH2:2][C:3]1[CH:8]=[CH:7][CH:6]=[C:5]([CH2:9][CH3:10])[CH:4]=1.[B:11]1([B:11]2[O:15][C:14]([CH3:17])([CH3:16])[C:13]([CH3:19])([CH3:18])[O:12]2)[O:15][C:14]([CH3:17])([CH3:16])[C:13]([CH3:19])([CH3:18])[O:12]1.C(=O)([O-])[O-].[K+].[K+]. Given the product [CH2:9]([C:5]1[CH:4]=[C:3]([CH:8]=[CH:7][CH:6]=1)[CH2:2][B:11]1[O:15][C:14]([CH3:17])([CH3:16])[C:13]([CH3:19])([CH3:18])[O:12]1)[CH3:10], predict the reactants needed to synthesize it.